From a dataset of Forward reaction prediction with 1.9M reactions from USPTO patents (1976-2016). Predict the product of the given reaction. (1) Given the reactants [NH2:1][C:2]1[N:7]=[C:6]([N:8]([CH3:15])[C:9]2[CH:14]=[CH:13][CH:12]=[CH:11][CH:10]=2)[N:5]=[C:4]([C:16]2[N:20]=[C:19]([C:21]3[CH:22]=[CH:23][C:24]([C:27](OC)=[O:28])=[N:25][CH:26]=3)[O:18][N:17]=2)[N:3]=1.[BH4-].[Na+], predict the reaction product. The product is: [NH2:1][C:2]1[N:7]=[C:6]([N:8]([CH3:15])[C:9]2[CH:10]=[CH:11][CH:12]=[CH:13][CH:14]=2)[N:5]=[C:4]([C:16]2[N:20]=[C:19]([C:21]3[CH:22]=[CH:23][C:24]([CH2:27][OH:28])=[N:25][CH:26]=3)[O:18][N:17]=2)[N:3]=1. (2) Given the reactants COC1C=C(OC)C=CC=1C[NH:6][C:7]1[C:8]2[S:15][CH:14]=[C:13]([C:16]([NH:18][C:19]3[CH:24]=[CH:23][CH:22]=[C:21]([NH:25][S:26]([CH2:29][CH2:30][CH3:31])(=[O:28])=[O:27])[C:20]=3[F:32])=[O:17])[C:9]=2[N:10]=[CH:11][N:12]=1, predict the reaction product. The product is: [F:32][C:20]1[C:21]([NH:25][S:26]([CH2:29][CH2:30][CH3:31])(=[O:27])=[O:28])=[CH:22][CH:23]=[CH:24][C:19]=1[NH:18][C:16]([C:13]1[C:9]2[N:10]=[CH:11][N:12]=[C:7]([NH2:6])[C:8]=2[S:15][CH:14]=1)=[O:17]. (3) The product is: [CH:12]1([C:2]2[C:11]3[C:6](=[CH:7][CH:8]=[CH:9][CH:10]=3)[N:5]=[CH:4][CH:3]=2)[CH2:14][CH2:13]1. Given the reactants Br[C:2]1[C:11]2[C:6](=[CH:7][CH:8]=[CH:9][CH:10]=2)[N:5]=[CH:4][CH:3]=1.[CH:12]1(B(O)O)[CH2:14][CH2:13]1.C1(P(C2CCCCC2)C2CCCCC2)CCCCC1.[O-]P([O-])([O-])=O.[K+].[K+].[K+], predict the reaction product. (4) Given the reactants [O:1]=[C:2]1[C:6]2([CH2:11][CH2:10][N:9]([C:12]3([C:18]#N)[CH2:17][CH2:16][CH2:15][CH2:14][CH2:13]3)[CH2:8][CH2:7]2)[CH:5]([C:20]2[CH:25]=[CH:24][CH:23]=[CH:22][CH:21]=2)[CH2:4][NH:3]1.[C:26]1([Mg]Br)[CH:31]=[CH:30]C=[CH:28][CH:27]=1, predict the reaction product. The product is: [C:20]1([CH:5]2[C:6]3([CH2:7][CH2:8][N:9]([C:12]4([C:18]5[CH:30]=[CH:31][CH:26]=[CH:27][CH:28]=5)[CH2:17][CH2:16][CH2:15][CH2:14][CH2:13]4)[CH2:10][CH2:11]3)[C:2](=[O:1])[NH:3][CH2:4]2)[CH:25]=[CH:24][CH:23]=[CH:22][CH:21]=1.